From a dataset of Reaction yield outcomes from USPTO patents with 853,638 reactions. Predict the reaction yield, written as a fraction of the theoretical maximum amount of product (1.0 means a 100% yield; for example, 0.34 means a 34% yield). (1) The reactants are [CH3:1][O:2][C:3](=[O:22])[C:4]1[CH:9]=[C:8](B2OC(C)(C)C(C)(C)O2)[CH:7]=[C:6]([N+:19]([O-:21])=[O:20])[CH:5]=1.Br[C:24]1[CH:29]=[CH:28][C:27]([CH3:30])=[CH:26][N:25]=1.[O-]P([O-])([O-])=O.[K+].[K+].[K+]. The catalyst is COC=COC.O.C1C=CC(P(C2C=CC=CC=2)C2C=CC=CC=2)=CC=1.C1C=CC(P(C2C=CC=CC=2)C2C=CC=CC=2)=CC=1.C1C=CC(P(C2C=CC=CC=2)C2C=CC=CC=2)=CC=1.C1C=CC(P(C2C=CC=CC=2)C2C=CC=CC=2)=CC=1.[Pd]. The product is [CH3:1][O:2][C:3](=[O:22])[C:4]1[CH:5]=[C:6]([N+:19]([O-:21])=[O:20])[CH:7]=[C:8]([C:24]2[CH:29]=[CH:28][C:27]([CH3:30])=[CH:26][N:25]=2)[CH:9]=1. The yield is 0.560. (2) The reactants are [Cl:1][C:2]1[CH:3]=[C:4]([CH:6]=[CH:7][CH:8]=1)[NH2:5].C[Al](C)C.[F:13][C:14]1[CH:15]=[CH:16][C:17]([N:20]2[C:24]([CH3:25])=[C:23]([C:26](OCC)=[O:27])[N:22]=[N:21]2)=[N:18][CH:19]=1. The catalyst is O1CCOCC1. The product is [Cl:1][C:2]1[CH:3]=[C:4]([NH:5][C:26]([C:23]2[N:22]=[N:21][N:20]([C:17]3[CH:16]=[CH:15][C:14]([F:13])=[CH:19][N:18]=3)[C:24]=2[CH3:25])=[O:27])[CH:6]=[CH:7][CH:8]=1. The yield is 0.717.